From a dataset of Forward reaction prediction with 1.9M reactions from USPTO patents (1976-2016). Predict the product of the given reaction. (1) Given the reactants [CH3:1][O:2][CH2:3][CH2:4][OH:5].C(N(CC)CC)C.[C:13]1([CH3:23])[CH:18]=[CH:17][C:16]([S:19](Cl)(=[O:21])=[O:20])=[CH:15][CH:14]=1.C(Cl)(Cl)Cl, predict the reaction product. The product is: [S:19]([C:16]1[CH:17]=[CH:18][C:13]([CH3:23])=[CH:14][CH:15]=1)([O:5][CH2:4][CH2:3][O:2][CH3:1])(=[O:21])=[O:20]. (2) Given the reactants Br[CH2:2][CH2:3][CH2:4][CH2:5][CH2:6][C:7]([OH:9])=[O:8].[CH3:10][C:11](=[CH2:13])[CH3:12].OS(O)(=O)=O.C([O-])(O)=O.[Na+].[Na+].[I-:25], predict the reaction product. The product is: [C:11]([O:9][C:7](=[O:8])[CH2:6][CH2:5][CH2:4][CH2:3][CH2:2][I:25])([CH3:12])([CH3:10])[CH3:13]. (3) Given the reactants [Cl:1][C:2]1[CH:7]=[CH:6][C:5]([C:8]2[C:12]([CH2:13][O:14][C:15]3[CH:23]=[CH:22][C:18]([C:19]([OH:21])=O)=[CH:17][N:16]=3)=[C:11]([CH3:24])[O:10][N:9]=2)=[CH:4][CH:3]=1.[NH2:25][C:26](C)([CH3:29])[CH2:27][OH:28], predict the reaction product. The product is: [Cl:1][C:2]1[CH:3]=[CH:4][C:5]([C:8]2[C:12]([CH2:13][O:14][C:15]3[CH:23]=[CH:22][C:18]([C:19]([NH:25][C@@H:26]([CH3:29])[CH2:27][OH:28])=[O:21])=[CH:17][N:16]=3)=[C:11]([CH3:24])[O:10][N:9]=2)=[CH:6][CH:7]=1. (4) Given the reactants [C:1]([CH2:3][C:4]([C:6]1[CH:15]=[CH:14][C:9]([C:10]([O:12][CH3:13])=[O:11])=[CH:8][CH:7]=1)=[O:5])#[N:2].[H-].[Na+].[N:18]([C:21]1[CH:22]=[CH:23][C:24]2[O:28][C:27]([CH3:29])=[CH:26][C:25]=2[CH:30]=1)=[C:19]=S.[NH2:31][C@H:32]1[CH2:38][CH2:37][CH2:36][CH2:35][N:34]([CH2:39][C:40]([N:42]2[CH2:46][CH2:45][CH2:44][CH2:43]2)=[O:41])[C:33]1=[O:47], predict the reaction product. The product is: [CH3:13][O:12][C:10](=[O:11])[C:9]1[CH:14]=[CH:15][C:6]([C:4](=[O:5])[C:3]([C:1]#[N:2])=[C:19]([NH:31][C@H:32]2[CH2:38][CH2:37][CH2:36][CH2:35][N:34]([CH2:39][C:40](=[O:41])[N:42]3[CH2:43][CH2:44][CH2:45][CH2:46]3)[C:33]2=[O:47])[NH:18][C:21]2[CH:22]=[CH:23][C:24]3[O:28][C:27]([CH3:29])=[CH:26][C:25]=3[CH:30]=2)=[CH:7][CH:8]=1. (5) Given the reactants Br[C:2]1[CH:3]=[C:4]([N:11]2[CH2:16][CH2:15][N:14]([CH3:17])[CH2:13][CH2:12]2)[CH:5]=[CH:6][C:7]=1[N+:8]([O-:10])=[O:9].[F:18][C:19]1[CH:24]=[CH:23][CH:22]=[CH:21][C:20]=1B(O)O.C([O-])([O-])=O.[Na+].[Na+].C1(P(C2C=CC=CC=2)C2C=CC=CC=2)C=CC=CC=1, predict the reaction product. The product is: [F:18][C:19]1[CH:24]=[CH:23][CH:22]=[CH:21][C:20]=1[C:2]1[C:7]([N+:8]([O-:10])=[O:9])=[CH:6][CH:5]=[C:4]([N:11]2[CH2:16][CH2:15][N:14]([CH3:17])[CH2:13][CH2:12]2)[CH:3]=1. (6) Given the reactants [C:1]([C:9]1[S:10][CH:11]=[C:12]([Br:15])[C:13]=1Br)(=O)[C:2]1[CH:7]=[CH:6][CH:5]=[CH:4][CH:3]=1.C([O-])([O-])=O.[K+].[K+].[C:22]([O:26][CH2:27][CH3:28])(=[O:25])[CH2:23][SH:24].O, predict the reaction product. The product is: [Br:15][C:12]1[C:13]2[S:24][C:23]([C:22]([O:26][CH2:27][CH3:28])=[O:25])=[C:1]([C:2]3[CH:7]=[CH:6][CH:5]=[CH:4][CH:3]=3)[C:9]=2[S:10][CH:11]=1. (7) Given the reactants [Cl:1][C:2]1[CH:27]=[CH:26][C:5]2[C:6](=[O:25])[N:7]=[C:8]([C:10]3[N:15]=[C:14]([CH2:16][CH2:17][C:18]([OH:20])=[O:19])[CH:13]=[C:12]([S:21]([CH3:24])(=[O:23])=[O:22])[CH:11]=3)[S:9][C:4]=2[CH:3]=1.CO.[CH:30]1C=CC2N(O)N=NC=2C=1.O.CCN=C=NCCCN(C)C, predict the reaction product. The product is: [Cl:1][C:2]1[CH:27]=[CH:26][C:5]2[C:6](=[O:25])[N:7]=[C:8]([C:10]3[N:15]=[C:14]([CH2:16][CH2:17][C:18]([O:20][CH3:30])=[O:19])[CH:13]=[C:12]([S:21]([CH3:24])(=[O:22])=[O:23])[CH:11]=3)[S:9][C:4]=2[CH:3]=1.